From a dataset of Full USPTO retrosynthesis dataset with 1.9M reactions from patents (1976-2016). Predict the reactants needed to synthesize the given product. Given the product [CH3:16][S:13]([NH:12][C@H:4]([CH2:5][C:6]1[CH:11]=[CH:10][CH:9]=[CH:8][CH:7]=1)[C:3]([OH:17])=[O:2])(=[O:15])=[O:14], predict the reactants needed to synthesize it. The reactants are: C[O:2][C:3](=[O:17])[C@H:4]([NH:12][S:13]([CH3:16])(=[O:15])=[O:14])[CH2:5][C:6]1[CH:11]=[CH:10][CH:9]=[CH:8][CH:7]=1.[Li+].[OH-].OS([O-])(=O)=O.[K+].ClCCl.